Task: Binary Classification. Given a T-cell receptor sequence (or CDR3 region) and an epitope sequence, predict whether binding occurs between them.. Dataset: TCR-epitope binding with 47,182 pairs between 192 epitopes and 23,139 TCRs (1) The epitope is LPRRSGAAGA. The TCR CDR3 sequence is CASSYATGSQNIQYF. Result: 1 (the TCR binds to the epitope). (2) The TCR CDR3 sequence is CASSFRGYEQYF. The epitope is YVLDHLIVV. Result: 0 (the TCR does not bind to the epitope).